From a dataset of Forward reaction prediction with 1.9M reactions from USPTO patents (1976-2016). Predict the product of the given reaction. Given the reactants [CH3:1][C:2]1[CH:3]=[C:4]([CH:8]=[CH:9][C:10]=1[C:11]([N:13]1[CH2:17][CH:16]=[CH:15][CH2:14]1)=[O:12])[C:5]([OH:7])=O.CN(C(ON1N=NC2C=CC=CC1=2)=[N+](C)C)C.[B-](F)(F)(F)F.C(N(C(C)C)CC)(C)C.[C:49]([O:53][C@@H:54]([CH3:67])[C@H:55]([NH2:66])[C:56]1[NH:60][C:59]2[CH:61]=[CH:62][C:63]([Cl:65])=[CH:64][C:58]=2[N:57]=1)([CH3:52])([CH3:51])[CH3:50].ClCl, predict the reaction product. The product is: [C:49]([O:53][C@@H:54]([CH3:67])[C@H:55]([NH:66][C:5](=[O:7])[C:4]1[CH:8]=[CH:9][C:10]([C:11]([N:13]2[CH2:17][CH:16]=[CH:15][CH2:14]2)=[O:12])=[C:2]([CH3:1])[CH:3]=1)[C:56]1[NH:60][C:59]2[CH:61]=[CH:62][C:63]([Cl:65])=[CH:64][C:58]=2[N:57]=1)([CH3:52])([CH3:50])[CH3:51].